This data is from Human liver microsome stability data. The task is: Regression/Classification. Given a drug SMILES string, predict its absorption, distribution, metabolism, or excretion properties. Task type varies by dataset: regression for continuous measurements (e.g., permeability, clearance, half-life) or binary classification for categorical outcomes (e.g., BBB penetration, CYP inhibition). Dataset: hlm. (1) The molecule is Fc1ccc2[nH]c(CNc3nc(N4CCOCC4)nc4c3ncn4-c3ccsc3)nc2c1F. The result is 1 (stable in human liver microsomes). (2) The compound is CC1Cc2cc(C(=O)CSc3ccc4c(c3)OCCO4)ccc2N1S(C)(=O)=O. The result is 1 (stable in human liver microsomes). (3) The molecule is CC(C)(C)OC(=O)N[C@H]1CC[C@H](n2nnc3cnc4[nH]ccc4c32)CC1. The result is 0 (unstable in human liver microsomes). (4) The molecule is C[C@H](NC(=O)c1c(-c2ccoc2)nnn1Cc1ccc(C(F)(F)F)cc1)c1ccc(C(=O)O)cc1. The result is 0 (unstable in human liver microsomes). (5) The molecule is Nc1ncnc2c1c(Oc1cc(C(F)(F)F)ccn1)nn2[C@@H]1CCCC[C@H]1O. The result is 0 (unstable in human liver microsomes). (6) The result is 1 (stable in human liver microsomes). The molecule is CON=C(N)c1ccc(-c2ccc(-c3ccc(C(N)=NOC)cc3)o2)cc1. (7) The compound is CN(C)S(=O)(=O)c1cc(NC(=O)CCl)ccc1Cl. The result is 1 (stable in human liver microsomes). (8) The molecule is CC(C)OC(=O)C1=CN(C(=O)c2ccc(OCCCN3CCOCC3)cc2)CC(C)(C)c2c1[nH]c1cc(F)ccc21. The result is 0 (unstable in human liver microsomes). (9) The result is 0 (unstable in human liver microsomes). The molecule is [2H]C([2H])([2H])NC(=O)c1nnc(Nc2ccccn2)cc1Nc1ccccc1S(C)(=O)=O. (10) The compound is Nc1ncnc2c1c(Oc1cc(Cl)ccn1)nn2[C@H]1C[C@H](F)C1. The result is 0 (unstable in human liver microsomes).